The task is: Predict the reaction yield, written as a fraction of the theoretical maximum amount of product (1.0 means a 100% yield; for example, 0.34 means a 34% yield).. This data is from Reaction yield outcomes from USPTO patents with 853,638 reactions. (1) The reactants are [CH3:1][O:2][C:3]([C:5]1([C:11]2[CH:16]=[CH:15][C:14]([NH2:17])=[C:13]([C:18]3[CH2:23][CH2:22][CH2:21][CH2:20][CH:19]=3)[CH:12]=2)[CH2:10][CH2:9][O:8][CH2:7][CH2:6]1)=[O:4].[K+].[C:25]([C:27]1[N:28]=[C:29]([C:40]([O-])=[O:41])[N:30]([CH2:32][O:33][CH2:34][CH2:35][Si:36]([CH3:39])([CH3:38])[CH3:37])[CH:31]=1)#[N:26]. The catalyst is CCOC(C)=O.CCCCCC. The product is [CH3:1][O:2][C:3]([C:5]1([C:11]2[CH:16]=[CH:15][C:14]([NH:17][C:40]([C:29]3[N:30]([CH2:32][O:33][CH2:34][CH2:35][Si:36]([CH3:39])([CH3:38])[CH3:37])[CH:31]=[C:27]([C:25]#[N:26])[N:28]=3)=[O:41])=[C:13]([C:18]3[CH2:23][CH2:22][CH2:21][CH2:20][CH:19]=3)[CH:12]=2)[CH2:6][CH2:7][O:8][CH2:9][CH2:10]1)=[O:4]. The yield is 0.780. (2) The reactants are [OH:1][C:2]([C:35]1[S:36][CH:37]=[CH:38][CH:39]=1)([C:30]1[S:31][CH:32]=[CH:33][CH:34]=1)[C:3]([O:5][C@H:6]1[CH2:11][CH2:10][C@H:9]([N:12]([CH3:29])[CH2:13][CH2:14][CH2:15][N:16]2[C:20]3[CH:21]=[CH:22][C:23]([CH2:25][CH:26]=O)=[CH:24][C:19]=3[O:18][C:17]2=[O:28])[CH2:8][CH2:7]1)=[O:4].C(O)(=O)C.[NH2:44][CH2:45][C@@H:46]([C:55]1[CH:64]=[CH:63][C:62]([OH:65])=[C:61]2[C:56]=1[CH:57]=[CH:58][C:59](=[O:66])[NH:60]2)[O:47][Si:48]([C:51]([CH3:54])([CH3:53])[CH3:52])([CH3:50])[CH3:49].[Na].C(=O)(O)[O-].[Na+]. The catalyst is ClC(Cl)C.CO.C(Cl)(Cl)Cl. The product is [OH:1][C:2]([C:30]1[S:31][CH:32]=[CH:33][CH:34]=1)([C:35]1[S:36][CH:37]=[CH:38][CH:39]=1)[C:3]([O:5][C@H:6]1[CH2:11][CH2:10][C@H:9]([N:12]([CH2:13][CH2:14][CH2:15][N:16]2[C:20]3[CH:21]=[CH:22][C:23]([CH2:25][CH2:26][NH:44][CH2:45][C@H:46]([O:47][Si:48]([C:51]([CH3:54])([CH3:53])[CH3:52])([CH3:50])[CH3:49])[C:55]4[CH:64]=[CH:63][C:62]([OH:65])=[C:61]5[C:56]=4[CH:57]=[CH:58][C:59](=[O:66])[NH:60]5)=[CH:24][C:19]=3[O:18][C:17]2=[O:28])[CH3:29])[CH2:8][CH2:7]1)=[O:4]. The yield is 0.220. (3) The reactants are [OH:1][CH2:2][C:3]1[CH:11]=[CH:10][C:6]([C:7]([OH:9])=[O:8])=[CH:5][CH:4]=1.CN(C=O)C.O[N:18]=[C:19]([NH2:30])[C:20]1[CH:25]=[CH:24][C:23]([CH2:26][CH:27]([CH3:29])[CH3:28])=[CH:22][CH:21]=1. The catalyst is O. The product is [OH:1][CH2:2][C:3]1[CH:4]=[CH:5][C:6]([C:7]([O:9][N:18]=[C:19]([C:20]2[CH:25]=[CH:24][C:23]([CH2:26][CH:27]([CH3:29])[CH3:28])=[CH:22][CH:21]=2)[NH2:30])=[O:8])=[CH:10][CH:11]=1. The yield is 0.720. (4) The reactants are [N:1]1[C:10]2[C:5](=[CH:6][CH:7]=[CH:8][CH:9]=2)[N:4]=[CH:3][C:2]=1[C:11]1[CH:12]=[C:13]([NH2:17])[CH:14]=[CH:15][CH:16]=1.[C:18](OCC)(=[O:25])[CH2:19][C:20]([O:22][CH2:23][CH3:24])=[O:21]. The catalyst is C(OCC)(=O)C. The product is [O:25]=[C:18]([NH:17][C:13]1[CH:14]=[CH:15][CH:16]=[C:11]([C:2]2[CH:3]=[N:4][C:5]3[C:10](=[CH:9][CH:8]=[CH:7][CH:6]=3)[N:1]=2)[CH:12]=1)[CH2:19][C:20]([O:22][CH2:23][CH3:24])=[O:21]. The yield is 0.200. (5) The reactants are [F:1][C:2]1[CH:11]=[CH:10][C:5]([C:6]([O:8]C)=[O:7])=[CH:4][C:3]=1[C:12]#[C:13][C:14]1[CH:19]=[CH:18][CH:17]=[CH:16][N:15]=1.O.[OH-].[Li+]. The catalyst is C1COCC1.CO.O. The product is [F:1][C:2]1[CH:11]=[CH:10][C:5]([C:6]([OH:8])=[O:7])=[CH:4][C:3]=1[C:12]#[C:13][C:14]1[CH:19]=[CH:18][CH:17]=[CH:16][N:15]=1. The yield is 0.780.